Task: Predict the product of the given reaction.. Dataset: Forward reaction prediction with 1.9M reactions from USPTO patents (1976-2016) (1) Given the reactants [N:1]1[C:10]2[C:5](=[CH:6][CH:7]=[C:8]([NH:11][C:12]([C:14]3[CH:23]=[CH:22][C:21]4[C:16](=[CH:17][CH:18]=[C:19](Br)[CH:20]=4)[CH:15]=3)=[O:13])[CH:9]=2)[CH:4]=[CH:3][CH:2]=1.[N:25]1[CH:30]=[CH:29][CH:28]=[C:27](B(O)O)[CH:26]=1, predict the reaction product. The product is: [N:1]1[C:10]2[C:5](=[CH:6][CH:7]=[C:8]([NH:11][C:12]([C:14]3[CH:23]=[CH:22][C:21]4[C:16](=[CH:17][CH:18]=[C:19]([C:27]5[CH:26]=[N:25][CH:30]=[CH:29][CH:28]=5)[CH:20]=4)[CH:15]=3)=[O:13])[CH:9]=2)[CH:4]=[CH:3][CH:2]=1. (2) Given the reactants [F:1][C:2]([F:19])([F:18])[C:3]1[CH:8]=[CH:7][C:6]([C:9]2[C:10]([C:15](Cl)=[O:16])=[CH:11][CH:12]=[CH:13][CH:14]=2)=[CH:5][CH:4]=1.[N:20]1[CH:25]=[CH:24][CH:23]=[CH:22][C:21]=1[CH2:26][CH2:27][C:28]1[N:33]=[CH:32][C:31]([NH2:34])=[CH:30][CH:29]=1.C(N(CC)CC)C.C(OCC)(=O)C, predict the reaction product. The product is: [N:20]1[CH:25]=[CH:24][CH:23]=[CH:22][C:21]=1[CH2:26][CH2:27][C:28]1[N:33]=[CH:32][C:31]([NH:34][C:15]([C:10]2[C:9]([C:6]3[CH:7]=[CH:8][C:3]([C:2]([F:19])([F:18])[F:1])=[CH:4][CH:5]=3)=[CH:14][CH:13]=[CH:12][CH:11]=2)=[O:16])=[CH:30][CH:29]=1. (3) Given the reactants [OH:1][C:2]1[CH:11]=[C:10]2[C:5]([C:6](=[O:13])[C:7]([I:12])=[CH:8][O:9]2)=[CH:4][CH:3]=1.Cl[CH2:15][C:16]1[S:20][C:19]([C:21]2[CH:26]=[CH:25][C:24]([C:27]([F:30])([F:29])[F:28])=[CH:23][CH:22]=2)=[N:18][C:17]=1[CH3:31].[I-].[Na+].C(=O)([O-])[O-].[K+].[K+], predict the reaction product. The product is: [I:12][C:7]1[C:6](=[O:13])[C:5]2[C:10](=[CH:11][C:2]([O:1][CH2:15][C:16]3[S:20][C:19]([C:21]4[CH:22]=[CH:23][C:24]([C:27]([F:30])([F:28])[F:29])=[CH:25][CH:26]=4)=[N:18][C:17]=3[CH3:31])=[CH:3][CH:4]=2)[O:9][CH:8]=1. (4) Given the reactants Cl[C:2]1[N:3]=[N:4][CH:5]=[C:6]([Cl:8])[CH:7]=1.C([Sn](CCCC)(CCCC)[C:14]1[S:18][C:17]([C:19]([O:21][CH2:22][CH3:23])=[O:20])=[CH:16][CH:15]=1)CCC.[F-].[Cs+].[F-].[K+], predict the reaction product. The product is: [Cl:8][C:6]1[CH:7]=[C:2]([C:14]2[S:18][C:17]([C:19]([O:21][CH2:22][CH3:23])=[O:20])=[CH:16][CH:15]=2)[N:3]=[N:4][CH:5]=1. (5) Given the reactants [C:1]([O:5][C:6](=[O:23])[CH2:7][C:8](C(O)=O)([C:17]([OH:19])=[O:18])[CH2:9][C:10]([O:12][C:13]([CH3:16])([CH3:15])[CH3:14])=[O:11])([CH3:4])([CH3:3])[CH3:2].C(O)=O, predict the reaction product. The product is: [C:13]([O:12][C:10](=[O:11])[CH2:9][CH:8]([C:17]([OH:19])=[O:18])[CH2:7][C:6]([O:5][C:1]([CH3:3])([CH3:2])[CH3:4])=[O:23])([CH3:14])([CH3:15])[CH3:16]. (6) Given the reactants [F:1][C:2]1([F:17])[O:6][C:5]2[CH:7]=[CH:8][C:9]([C:11]3([C:14]([OH:16])=O)[CH2:13][CH2:12]3)=[CH:10][C:4]=2[O:3]1.[F:18][C:19]1[C:20]([NH2:33])=[CH:21][C:22]2[CH:23]=[C:24]3[C:30]([CH3:32])([CH3:31])[CH2:29][CH2:28][N:25]3[C:26]=2[CH:27]=1.CN(C(ON1N=NC2C=CC=NC1=2)=[N+](C)C)C.F[P-](F)(F)(F)(F)F.C(N(CC)CC)C, predict the reaction product. The product is: [F:17][C:2]1([F:1])[O:6][C:5]2[CH:7]=[CH:8][C:9]([C:11]3([C:14]([NH:33][C:20]4[C:19]([F:18])=[CH:27][C:26]5[N:25]6[CH2:28][CH2:29][C:30]([CH3:32])([CH3:31])[C:24]6=[CH:23][C:22]=5[CH:21]=4)=[O:16])[CH2:12][CH2:13]3)=[CH:10][C:4]=2[O:3]1. (7) Given the reactants [F:1][C:2]1[CH:7]=[CH:6][C:5]([F:8])=[CH:4][C:3]=1[C@H:9]1[CH2:13][CH2:12][CH2:11][N:10]1[C:14]1[CH:19]=[CH:18][N:17]2[N:20]=[CH:21][C:22]([C:23]3[O:27][C:26]([N:28]4[CH2:33][CH2:32][N:31](C(OC(C)(C)C)=O)[CH2:30][CH2:29]4)=[N:25][N:24]=3)=[C:16]2[N:15]=1.C(O)(C(F)(F)F)=O, predict the reaction product. The product is: [F:1][C:2]1[CH:7]=[CH:6][C:5]([F:8])=[CH:4][C:3]=1[C@H:9]1[CH2:13][CH2:12][CH2:11][N:10]1[C:14]1[CH:19]=[CH:18][N:17]2[N:20]=[CH:21][C:22]([C:23]3[O:27][C:26]([N:28]4[CH2:33][CH2:32][NH:31][CH2:30][CH2:29]4)=[N:25][N:24]=3)=[C:16]2[N:15]=1. (8) Given the reactants FC(F)(F)C(O)=O.[CH3:8][NH:9][C@H:10]1[CH2:15][CH2:14][C@H:13]([C:16]#[C:17][CH2:18][O:19][S:20]([CH3:23])(=[O:22])=[O:21])[CH2:12][CH2:11]1.[Cl:24][C:25]1[CH:30]=[CH:29][C:28]([N:31]=[C:32]=[O:33])=[CH:27][CH:26]=1.N1C=CC=CC=1, predict the reaction product. The product is: [Cl:24][C:25]1[CH:30]=[CH:29][C:28]([NH:31][C:32](=[O:33])[N:9]([C@H:10]2[CH2:11][CH2:12][C@H:13]([C:16]#[C:17][CH2:18][O:19][S:20]([CH3:23])(=[O:22])=[O:21])[CH2:14][CH2:15]2)[CH3:8])=[CH:27][CH:26]=1. (9) Given the reactants Cl.[C:2]1([CH3:10])[CH:7]=[CH:6][C:5]([NH:8][NH2:9])=[CH:4][CH:3]=1.[C:11]([CH2:17][C:18]#[N:19])(=O)[C:12]([CH3:15])([CH3:14])[CH3:13], predict the reaction product. The product is: [C:12]([C:11]1[CH:17]=[C:18]([NH2:19])[N:8]([C:5]2[CH:6]=[CH:7][C:2]([CH3:10])=[CH:3][CH:4]=2)[N:9]=1)([CH3:15])([CH3:14])[CH3:13]. (10) Given the reactants [Cl:1][C:2]1[CH:8]=[CH:7][C:5]([NH2:6])=[CH:4][C:3]=1[C:9]1[CH:14]=[CH:13][CH:12]=[CH:11][N:10]=1.[C:15]([O:19][C:20]([N:22]1[CH2:27][CH2:26][N:25]([CH2:28][C:29]2[CH:37]=[CH:36][C:32]([C:33](O)=[O:34])=[CH:31][CH:30]=2)[C:24](=[O:38])[CH2:23]1)=[O:21])([CH3:18])([CH3:17])[CH3:16], predict the reaction product. The product is: [Cl:1][C:2]1[CH:8]=[CH:7][C:5]([NH:6][C:33]([C:32]2[CH:31]=[CH:30][C:29]([CH2:28][N:25]3[CH2:26][CH2:27][N:22]([C:20]([O:19][C:15]([CH3:16])([CH3:17])[CH3:18])=[O:21])[CH2:23][C:24]3=[O:38])=[CH:37][CH:36]=2)=[O:34])=[CH:4][C:3]=1[C:9]1[CH:14]=[CH:13][CH:12]=[CH:11][N:10]=1.